From a dataset of Forward reaction prediction with 1.9M reactions from USPTO patents (1976-2016). Predict the product of the given reaction. (1) Given the reactants C([O:4][CH2:5][CH2:6][CH2:7][S:8]([NH:11][C:12]([C:14]1[N:18]2[CH:19]=[CH:20][CH:21]=[C:22]([O:23][CH2:24][CH:25]3[CH2:30][CH2:29][CH2:28][CH2:27][CH2:26]3)[C:17]2=[N:16][C:15]=1[CH3:31])=[O:13])(=[O:10])=[O:9])(=O)C.CO.[OH-].[Na+], predict the reaction product. The product is: [CH:25]1([CH2:24][O:23][C:22]2[C:17]3[N:18]([C:14]([C:12]([NH:11][S:8]([CH2:7][CH2:6][CH2:5][OH:4])(=[O:10])=[O:9])=[O:13])=[C:15]([CH3:31])[N:16]=3)[CH:19]=[CH:20][CH:21]=2)[CH2:30][CH2:29][CH2:28][CH2:27][CH2:26]1. (2) The product is: [Br:6][C:7]1[CH:12]=[CH:11][CH:10]=[CH:9][C:8]=1[O:13][CH2:4][CH:1]1[CH2:2][CH2:3]1. Given the reactants [CH:1]1([CH2:4]Br)[CH2:3][CH2:2]1.[Br:6][C:7]1[CH:12]=[CH:11][CH:10]=[CH:9][C:8]=1[OH:13], predict the reaction product. (3) The product is: [CH3:1][N:2]1[CH2:7][CH2:6][N:5]([C:8]2[CH:13]=[CH:12][C:11]([NH:14][C:21]([NH2:22])=[NH:20])=[C:10]([O:15][C:16]([F:19])([F:17])[F:18])[CH:9]=2)[CH2:4][CH2:3]1. Given the reactants [CH3:1][N:2]1[CH2:7][CH2:6][N:5]([C:8]2[CH:13]=[CH:12][C:11]([NH2:14])=[C:10]([O:15][C:16]([F:19])([F:18])[F:17])[CH:9]=2)[CH2:4][CH2:3]1.[N:20]#[C:21][NH2:22], predict the reaction product. (4) Given the reactants [C:1]([O:5][C:6]([N:8]1[CH2:12][CH2:11][CH2:10][C@H:9]1[C@H:13]([O:19][CH3:20])[C@@H:14]([CH3:18])[C:15]([OH:17])=O)=[O:7])([CH3:4])([CH3:3])[CH3:2].C(N(C(C)C)CC)(C)C.[C:30]1([CH2:36][CH2:37][NH2:38])[CH:35]=[CH:34][CH:33]=[CH:32][CH:31]=1.CN(C(ON1N=NC2C=CC=NC1=2)=[N+](C)C)C.F[P-](F)(F)(F)(F)F, predict the reaction product. The product is: [CH3:20][O:19][C@@H:13]([C@@H:9]1[CH2:10][CH2:11][CH2:12][N:8]1[C:6]([O:5][C:1]([CH3:2])([CH3:3])[CH3:4])=[O:7])[C@@H:14]([CH3:18])[C:15](=[O:17])[NH:38][CH2:37][CH2:36][C:30]1[CH:35]=[CH:34][CH:33]=[CH:32][CH:31]=1. (5) Given the reactants C(OC([N:8]1[CH2:13][CH2:12][N:11]([C:14]2[C:15]3[C:30]([O:31][CH3:32])=[CH:29][N:28]=[CH:27][C:16]=3[N:17]=[C:18]([C:20]3[CH:25]=[CH:24][N:23]=[C:22](Cl)[CH:21]=3)[N:19]=2)[CH2:10][CH2:9]1)=O)(C)(C)C.[F:33][C:34]1[CH:39]=[CH:38][CH:37]=[C:36]([CH3:40])[C:35]=1[NH2:41], predict the reaction product. The product is: [F:33][C:34]1[CH:39]=[CH:38][CH:37]=[C:36]([CH3:40])[C:35]=1[NH:41][C:22]1[CH:21]=[C:20]([C:18]2[N:19]=[C:14]([N:11]3[CH2:12][CH2:13][NH:8][CH2:9][CH2:10]3)[C:15]3[C:30]([O:31][CH3:32])=[CH:29][N:28]=[CH:27][C:16]=3[N:17]=2)[CH:25]=[CH:24][N:23]=1.